Predict the reactants needed to synthesize the given product. From a dataset of Full USPTO retrosynthesis dataset with 1.9M reactions from patents (1976-2016). (1) Given the product [O:31]1[C:32]2[CH:33]=[CH:34][C:26]([CH2:25][O:20][C:19]([C:17]3[S:18][C:14]([CH3:13])=[C:15]([N+:22]([O-:24])=[O:23])[CH:16]=3)=[O:21])=[CH:27][C:28]=2[O:29][CH2:30]1, predict the reactants needed to synthesize it. The reactants are: C(N1C=CN=C1)(N1C=CN=C1)=O.[CH3:13][C:14]1[S:18][C:17]([C:19]([OH:21])=[O:20])=[CH:16][C:15]=1[N+:22]([O-:24])=[O:23].[CH2:25](O)[C:26]1[CH:34]=[CH:33][C:32]2[O:31][CH2:30][O:29][C:28]=2[CH:27]=1. (2) Given the product [Cl:17][C:14]1[CH:15]=[CH:16][C:11]([C:9]2[N:10]=[C:5]3[CH:4]=[CH:3][C:2]([C:21]4[CH:22]=[CH:23][CH:24]=[CH:25][C:20]=4[CH2:19][OH:18])=[CH:7][N:6]3[CH:8]=2)=[CH:12][CH:13]=1, predict the reactants needed to synthesize it. The reactants are: Br[C:2]1[CH:3]=[CH:4][C:5]2[N:6]([CH:8]=[C:9]([C:11]3[CH:16]=[CH:15][C:14]([Cl:17])=[CH:13][CH:12]=3)[N:10]=2)[CH:7]=1.[OH:18][CH2:19][C:20]1[CH:25]=[CH:24][CH:23]=[CH:22][C:21]=1B(O)O.C(#N)C.C(=O)([O-])O.[Na+].